Dataset: Forward reaction prediction with 1.9M reactions from USPTO patents (1976-2016). Task: Predict the product of the given reaction. (1) Given the reactants Cl[C:2]1[N:7]2[N:8]=[C:9]([CH3:11])[CH:10]=[C:6]2[N:5]=[C:4]([NH:12][C:13](=[O:24])[C:14]2[CH:19]=[CH:18][C:17]([C:20]([OH:23])([CH3:22])[CH3:21])=[CH:16][CH:15]=2)[CH:3]=1.[NH:25]1[CH2:29][CH2:28][C@@H:27]([OH:30])[CH2:26]1, predict the reaction product. The product is: [OH:23][C:20]([C:17]1[CH:18]=[CH:19][C:14]([C:13]([NH:12][C:4]2[CH:3]=[C:2]([N:25]3[CH2:29][CH2:28][C@@H:27]([OH:30])[CH2:26]3)[N:7]3[N:8]=[C:9]([CH3:11])[CH:10]=[C:6]3[N:5]=2)=[O:24])=[CH:15][CH:16]=1)([CH3:22])[CH3:21]. (2) The product is: [C:29]([N:26]1[CH2:27][CH2:28][CH:23]([N:4]([CH:1]2[CH2:3][CH2:2]2)[C:5](=[O:22])[C:6]2[CH:11]=[CH:10][C:9]([C:12]3[CH:13]=[CH:14][C:15]([S:18]([CH3:21])(=[O:19])=[O:20])=[CH:16][CH:17]=3)=[N:8][CH:7]=2)[CH2:24][CH2:25]1)#[N:31]. Given the reactants [CH:1]1([N:4]([CH:23]2[CH2:28][CH2:27][NH:26][CH2:25][CH2:24]2)[C:5](=[O:22])[C:6]2[CH:11]=[CH:10][C:9]([C:12]3[CH:17]=[CH:16][C:15]([S:18]([CH3:21])(=[O:20])=[O:19])=[CH:14][CH:13]=3)=[N:8][CH:7]=2)[CH2:3][CH2:2]1.[CH2:29]([N:31](C(C)C)C(C)C)C.O.C(OCC)(=O)C, predict the reaction product. (3) The product is: [OH:32][C@@H:3]([C@@H:4]([NH:12][C:13](=[O:31])[C@@H:14]([N:18]1[CH2:22][CH2:21][N:20]([CH2:23][C:24]2[N:25]=[C:26]([CH3:29])[S:27][CH:28]=2)[C:19]1=[O:30])[CH:15]([CH3:17])[CH3:16])[CH2:5][C:6]1[CH:7]=[CH:8][CH:9]=[CH:10][CH:11]=1)[CH2:2][NH:1][CH2:48][CH:47]1[CH2:50][CH2:51][CH2:52][N:46]1[C:44]([O:39][C:40]([CH3:41])([CH3:43])[CH3:42])=[O:45]. Given the reactants [NH2:1][CH2:2][C@@H:3]([OH:32])[C@@H:4]([NH:12][C:13](=[O:31])[C@@H:14]([N:18]1[CH2:22][CH2:21][N:20]([CH2:23][C:24]2[N:25]=[C:26]([CH3:29])[S:27][CH:28]=2)[C:19]1=[O:30])[CH:15]([CH3:17])[CH3:16])[CH2:5][C:6]1[CH:11]=[CH:10][CH:9]=[CH:8][CH:7]=1.C1C=CC=CC=1.[O:39]([C:44]([N:46]1[CH2:52][CH2:51][CH2:50][C@H:47]1[CH:48]=O)=[O:45])[C:40]([CH3:43])([CH3:42])[CH3:41].[BH4-].[Na+], predict the reaction product. (4) Given the reactants [CH2:1]([O:8][C:9]1[CH:10]=[C:11]([CH2:15][CH2:16][NH2:17])[CH:12]=[CH:13][CH:14]=1)[C:2]1[CH:7]=[CH:6][CH:5]=[CH:4][CH:3]=1.[CH2:18]([OH:20])C, predict the reaction product. The product is: [CH2:1]([O:8][C:9]1[CH:10]=[C:11]([CH2:15][CH2:16][NH:17][CH:18]=[O:20])[CH:12]=[CH:13][CH:14]=1)[C:2]1[CH:3]=[CH:4][CH:5]=[CH:6][CH:7]=1. (5) Given the reactants CS[C:3]1[O:4][C:5]2[CH:11]=[CH:10][C:9]([N+:12]([O-:14])=[O:13])=[CH:8][C:6]=2[N:7]=1.[NH3:15].[CH3:16]O, predict the reaction product. The product is: [CH3:16][NH:15][C:3]1[O:4][C:5]2[CH:11]=[CH:10][C:9]([N+:12]([O-:14])=[O:13])=[CH:8][C:6]=2[N:7]=1. (6) Given the reactants [C:1]([N:5]1[CH:9]=[C:8]([NH:10][C:11]([NH:13][C:14]2[CH:19]=[C:18]([C:20]3[C:31](=[O:32])[N:30]([CH3:33])[C:23]4[N:24]=[C:25](SC)[N:26]=[CH:27][C:22]=4[CH:21]=3)[CH:17]=[CH:16][C:15]=2[F:34])=[O:12])[CH:7]=[N:6]1)([CH3:4])([CH3:3])[CH3:2].[CH3:35][NH2:36], predict the reaction product. The product is: [C:1]([N:5]1[CH:9]=[C:8]([NH:10][C:11]([NH:13][C:14]2[CH:19]=[C:18]([C:20]3[C:31](=[O:32])[N:30]([CH3:33])[C:23]4[N:24]=[C:25]([NH:36][CH3:35])[N:26]=[CH:27][C:22]=4[CH:21]=3)[CH:17]=[CH:16][C:15]=2[F:34])=[O:12])[CH:7]=[N:6]1)([CH3:4])([CH3:3])[CH3:2]. (7) Given the reactants Cl[C:2]1[C:11]2=[N:12][N:13](CC3C=CC(OC)=CC=3)[CH:14]=[C:10]2[C:9]2[C:8]([F:24])=[CH:7][CH:6]=[CH:5][C:4]=2[N:3]=1.[CH3:25][S:26]([C:29]1[CH:30]=[C:31]([CH:33]=[CH:34][CH:35]=1)[NH2:32])(=[O:28])=[O:27].Cl, predict the reaction product. The product is: [F:24][C:8]1[C:9]2[C:10]3[CH:14]=[N:13][NH:12][C:11]=3[C:2]([NH:32][C:31]3[CH:33]=[CH:34][CH:35]=[C:29]([S:26]([CH3:25])(=[O:28])=[O:27])[CH:30]=3)=[N:3][C:4]=2[CH:5]=[CH:6][CH:7]=1. (8) Given the reactants [F:1][C:2]1[C:7]([F:8])=[CH:6][CH:5]=[CH:4][C:3]=1[C:9]1[N:17]=[C:12]2[CH:13]=[N:14][NH:15][CH:16]=[C:11]2[N:10]=1.Br[CH2:19][C:20]1[CH:21]=[C:22]([F:40])[C:23]([C:26]2[CH:31]=[CH:30][C:29]([O:32][CH2:33][CH2:34][CH3:35])=[CH:28][C:27]=2[C:36]([F:39])([F:38])[F:37])=[N:24][CH:25]=1, predict the reaction product. The product is: [F:1][C:2]1[C:7]([F:8])=[CH:6][CH:5]=[CH:4][C:3]=1[C:9]1[N:17]=[C:12]2[CH:13]=[N:14][N:15]([CH2:19][C:20]3[CH:25]=[N:24][C:23]([C:26]4[CH:31]=[CH:30][C:29]([O:32][CH2:33][CH2:34][CH3:35])=[CH:28][C:27]=4[C:36]([F:39])([F:38])[F:37])=[C:22]([F:40])[CH:21]=3)[CH:16]=[C:11]2[N:10]=1. (9) Given the reactants [Br:1][C:2]1[S:6][C:5]([C:7]([OH:9])=O)=[CH:4][CH:3]=1.C1CN([P+](Br)(N2CCCC2)N2CCCC2)CC1.F[P-](F)(F)(F)(F)F.C(N(C(C)C)CC)(C)C.[NH2:43][CH:44]([C:54]1[CH:59]=[CH:58][CH:57]=[CH:56][CH:55]=1)[CH2:45][NH:46][C:47](=[O:53])[O:48][C:49]([CH3:52])([CH3:51])[CH3:50], predict the reaction product. The product is: [Br:1][C:2]1[S:6][C:5]([C:7]([NH:43][CH:44]([C:54]2[CH:59]=[CH:58][CH:57]=[CH:56][CH:55]=2)[CH2:45][NH:46][C:47](=[O:53])[O:48][C:49]([CH3:52])([CH3:50])[CH3:51])=[O:9])=[CH:4][CH:3]=1.